This data is from Forward reaction prediction with 1.9M reactions from USPTO patents (1976-2016). The task is: Predict the product of the given reaction. (1) Given the reactants C(=O)([O-])[O-].[Cs+].[Cs+].[CH3:7][C:8]1[CH:9]=[C:10]([OH:17])[CH:11]=[CH:12][C:13]=1[N+:14]([O-:16])=[O:15].CS(O[CH:23]1[CH2:28][CH2:27][N:26]([C:29]([O:31][C:32]([CH3:35])([CH3:34])[CH3:33])=[O:30])[CH2:25][CH2:24]1)(=O)=O, predict the reaction product. The product is: [CH3:7][C:8]1[CH:9]=[C:10]([CH:11]=[CH:12][C:13]=1[N+:14]([O-:16])=[O:15])[O:17][CH:23]1[CH2:28][CH2:27][N:26]([C:29]([O:31][C:32]([CH3:35])([CH3:34])[CH3:33])=[O:30])[CH2:25][CH2:24]1. (2) Given the reactants [F:1][C:2]1[CH:7]=[CH:6][CH:5]=[CH:4][C:3]=1[N:8]1[CH:12]=[CH:11][C:10]([NH2:13])=[N:9]1.[F:14]N(S(C1C=CC=CC=1)(=O)=O)S(C1C=CC=CC=1)(=O)=O.CO, predict the reaction product. The product is: [F:14][C:11]1[C:10]([NH2:13])=[N:9][N:8]([C:3]2[CH:4]=[CH:5][CH:6]=[CH:7][C:2]=2[F:1])[CH:12]=1. (3) Given the reactants [F:1][C:2]1[CH:7]=[C:6]([OH:8])[C:5]([O:9][CH3:10])=[CH:4][C:3]=1[C:11]1[CH:12]=[N:13][N:14]([C:16]([O:18][C:19]([CH3:22])([CH3:21])[CH3:20])=[O:17])[CH:15]=1.C(N(CC)CC)C.C1C=CC(N([S:37]([C:40]([F:43])([F:42])[F:41])(=[O:39])=[O:38])[S:37]([C:40]([F:43])([F:42])[F:41])(=[O:39])=[O:38])=CC=1, predict the reaction product. The product is: [F:1][C:2]1[CH:7]=[C:6]([O:8][S:37]([C:40]([F:43])([F:42])[F:41])(=[O:39])=[O:38])[C:5]([O:9][CH3:10])=[CH:4][C:3]=1[C:11]1[CH:12]=[N:13][N:14]([C:16]([O:18][C:19]([CH3:22])([CH3:21])[CH3:20])=[O:17])[CH:15]=1. (4) Given the reactants [CH3:1][O:2][C:3](=[O:15])[C:4](=O)[CH:5](Cl)[C:6]1[CH:11]=[CH:10][CH:9]=[C:8]([Cl:12])[CH:7]=1.[NH2:16][C:17]([NH2:19])=[S:18], predict the reaction product. The product is: [CH3:1][O:2][C:3]([C:4]1[N:16]=[C:17]([NH2:19])[S:18][C:5]=1[C:6]1[CH:11]=[CH:10][CH:9]=[C:8]([Cl:12])[CH:7]=1)=[O:15]. (5) Given the reactants [I:1]/[CH:2]=[CH:3]\[C:4]([OH:6])=O.CCN(C(C)C)C(C)C.CN(C(ON1N=NC2C=CC=NC1=2)=[N+](C)C)C.F[P-](F)(F)(F)(F)F.Cl.[F:41][C:42]1([F:46])[CH2:45][NH:44][CH2:43]1, predict the reaction product. The product is: [F:41][C:42]1([F:46])[CH2:45][N:44]([C:4](=[O:6])/[CH:3]=[CH:2]\[I:1])[CH2:43]1. (6) Given the reactants C[Si](Cl)(C)C.[F:6][C:7]([F:17])([F:16])[CH:8]1[CH2:13][C:12](=[O:14])[CH2:11][C:10](=[O:15])[CH2:9]1.[CH:18]([C:20]1[CH:27]=[CH:26][C:23]([C:24]#[N:25])=[CH:22][CH:21]=1)=O.[F:28][C:29]([F:41])([F:40])[C:30]1[CH:31]=[C:32]([NH:36][C:37]([NH2:39])=[O:38])[CH:33]=[CH:34][CH:35]=1, predict the reaction product. The product is: [C:24]([C:23]1[CH:26]=[CH:27][C:20]([CH:18]([C:11]2[C:12](=[O:14])[CH2:13][CH:8]([C:7]([F:16])([F:17])[F:6])[CH2:9][C:10]=2[OH:15])[NH:39][C:37]([NH:36][C:32]2[CH:33]=[CH:34][CH:35]=[C:30]([C:29]([F:40])([F:41])[F:28])[CH:31]=2)=[O:38])=[CH:21][CH:22]=1)#[N:25]. (7) The product is: [CH3:17][C:18]([CH3:27])([CH3:26])[CH2:19][N:20]1[CH2:25][CH2:24][N:23]([C:2]2[CH:7]=[CH:6][C:5]([N+:8]([O-:10])=[O:9])=[CH:4][C:3]=2[C:11]([F:14])([F:13])[F:12])[CH2:22][CH2:21]1. Given the reactants F[C:2]1[CH:7]=[CH:6][C:5]([N+:8]([O-:10])=[O:9])=[CH:4][C:3]=1[C:11]([F:14])([F:13])[F:12].Br.Br.[CH3:17][C:18]([CH3:27])([CH3:26])[CH2:19][N:20]1[CH2:25][CH2:24][NH:23][CH2:22][CH2:21]1.C([O-])([O-])=O.[K+].[K+], predict the reaction product. (8) Given the reactants [F:1][C:2]1[CH:7]=[CH:6][C:5]([C:8]2[C:18]([C:19]3[CH:24]=[CH:23][N:22]=[CH:21][CH:20]=3)=[C:11]3[CH:12]=[C:13]([O:16]C)[CH:14]=[CH:15][N:10]3[N:9]=2)=[CH:4][CH:3]=1.B(Br)(Br)Br, predict the reaction product. The product is: [F:1][C:2]1[CH:3]=[CH:4][C:5]([C:8]2[C:18]([C:19]3[CH:24]=[CH:23][N:22]=[CH:21][CH:20]=3)=[C:11]3[CH:12]=[C:13]([OH:16])[CH:14]=[CH:15][N:10]3[N:9]=2)=[CH:6][CH:7]=1.